This data is from Reaction yield outcomes from USPTO patents with 853,638 reactions. The task is: Predict the reaction yield, written as a fraction of the theoretical maximum amount of product (1.0 means a 100% yield; for example, 0.34 means a 34% yield). (1) The reactants are [F:1][C:2]1[CH:7]=[CH:6][CH:5]=[CH:4][C:3]=1[C:8]1[N:9]=[N:10][N:11]([CH3:27])[C:12]=1[C:13]1[N:14]=[CH:15][N:16]([C:18]2[CH:26]=[CH:25][C:21]([C:22](O)=[O:23])=[CH:20][N:19]=2)[CH:17]=1.C1N=C[N:30](C(N2C=NC=C2)=O)C=1.[OH-].[NH4+]. The catalyst is CN(C=O)C. The product is [F:1][C:2]1[CH:7]=[CH:6][CH:5]=[CH:4][C:3]=1[C:8]1[N:9]=[N:10][N:11]([CH3:27])[C:12]=1[C:13]1[N:14]=[CH:15][N:16]([C:18]2[CH:26]=[CH:25][C:21]([C:22]([NH2:30])=[O:23])=[CH:20][N:19]=2)[CH:17]=1. The yield is 0.810. (2) The reactants are C(N(CC)CC)C.C([O:11][C@@H:12]([CH3:16])[C:13](Cl)=[O:14])(=O)C.[CH3:17][C@H:18]1[NH:23][C@@H:22]([CH3:24])[CH2:21][N:20]([C:25]2[N:26]([CH2:47][C:48]([F:51])([F:50])[F:49])[C:27]3[C:32]([N:33]=2)=[C:31]([N:34]2[CH2:39][CH2:38][O:37][CH2:36][CH2:35]2)[N:30]=[C:29]([C:40]2[CH:41]=[N:42][C:43]([NH2:46])=[N:44][CH:45]=2)[N:28]=3)[CH2:19]1.C[O-].[Na+].CO. The catalyst is C(Cl)Cl.CO.C(Cl)Cl.CO. The product is [NH2:46][C:43]1[N:44]=[CH:45][C:40]([C:29]2[N:28]=[C:27]3[C:32]([N:33]=[C:25]([N:20]4[CH2:21][C@@H:22]([CH3:24])[N:23]([C:13](=[O:14])[CH:12]([OH:11])[CH3:16])[C@@H:18]([CH3:17])[CH2:19]4)[N:26]3[CH2:47][C:48]([F:50])([F:49])[F:51])=[C:31]([N:34]3[CH2:35][CH2:36][O:37][CH2:38][CH2:39]3)[N:30]=2)=[CH:41][N:42]=1. The yield is 0.960. (3) The reactants are C[O:2][C:3]([C:5]1[N:10]=[C:9]2[N:11]([C@@H:16]3[C:24]4[C:19](=[CH:20][C:21]([Br:25])=[CH:22][CH:23]=4)[CH2:18][CH2:17]3)[C:12]([CH2:14][CH3:15])=[N:13][C:8]2=[C:7]([CH3:26])[CH:6]=1)=O.[H-].[H-].[H-].[H-].[Li+].[Al+3]. The catalyst is C1COCC1. The product is [Br:25][C:21]1[CH:20]=[C:19]2[C:24](=[CH:23][CH:22]=1)[C@@H:16]([N:11]1[C:9]3=[N:10][C:5]([CH2:3][OH:2])=[CH:6][C:7]([CH3:26])=[C:8]3[N:13]=[C:12]1[CH2:14][CH3:15])[CH2:17][CH2:18]2. The yield is 0.406. (4) The reactants are Cl.C([O:6][C:7](=O)[NH:8][CH2:9][CH2:10][C:11]([NH2:14])([CH3:13])[CH3:12])(C)(C)C.CC([O-])(C)C.[K+]. The catalyst is C1COCC1. The product is [CH3:12][C:11]1([CH3:13])[CH2:10][CH2:9][NH:8][C:7](=[O:6])[NH:14]1. The yield is 0.900. (5) The reactants are Cl[Mg][CH:3]([CH3:5])[CH3:4].[Cl:6][C:7]1[C:8]([C:13]#N)=[N:9][CH:10]=[CH:11][CH:12]=1.Cl.C1C[O:19]CC1. No catalyst specified. The product is [Cl:6][C:7]1[C:8]([C:13](=[O:19])[CH:3]([CH3:5])[CH3:4])=[N:9][CH:10]=[CH:11][CH:12]=1. The yield is 0.150. (6) The reactants are [F:1][C:2]1[C:8]([F:9])=[CH:7][CH:6]=[C:5]([F:10])[C:3]=1[NH2:4].Br.Br[CH:13]([C:15]1[CH:16]=[C:17]([C:32]([N:34]([CH3:36])[CH3:35])=[O:33])[CH:18]=[C:19]2[C:24]=1[O:23][C:22]([N:25]1[CH2:30][CH2:29][O:28][CH2:27][CH2:26]1)=[CH:21][C:20]2=[O:31])[CH3:14]. No catalyst specified. The product is [CH3:36][N:34]([CH3:35])[C:32]([C:17]1[CH:18]=[C:19]2[C:24](=[C:15]([CH:13]([NH:4][C:3]3[C:5]([F:10])=[CH:6][CH:7]=[C:8]([F:9])[C:2]=3[F:1])[CH3:14])[CH:16]=1)[O:23][C:22]([N:25]1[CH2:30][CH2:29][O:28][CH2:27][CH2:26]1)=[CH:21][C:20]2=[O:31])=[O:33]. The yield is 0.430. (7) The product is [O:10]1[C:14]2([CH2:19][CH2:18][CH2:17][CH2:16][CH2:15]2)[O:13][CH2:12][C@@H:11]1[CH:20]=[N:3][OH:2]. The catalyst is O.C1COCC1. The reactants are Cl.[OH:2][NH2:3].C(=O)([O-])[O-].[Na+].[Na+].[O:10]1[C:14]2([CH2:19][CH2:18][CH2:17][CH2:16][CH2:15]2)[O:13][CH2:12][C@@H:11]1[CH:20]=O. The yield is 0.990. (8) The reactants are COCCOC[N:7]1[C:11]2=[N:12][CH:13]=[C:14]([N:16]3[CH2:21][CH2:20][O:19][CH2:18][CH2:17]3)[CH:15]=[C:10]2[C:9]([C:22]2[CH:27]=[CH:26][CH:25]=[CH:24][C:23]=2[O:28][CH3:29])=[CH:8]1.C(O)=O.C(=O)(O)[O-].[Na+].C(OCC)(=O)C. The catalyst is C(O)C.O.[Cl-].[Na+].O. The product is [CH3:29][O:28][C:23]1[CH:24]=[CH:25][CH:26]=[CH:27][C:22]=1[C:9]1[C:10]2[C:11](=[N:12][CH:13]=[C:14]([N:16]3[CH2:21][CH2:20][O:19][CH2:18][CH2:17]3)[CH:15]=2)[NH:7][CH:8]=1. The yield is 0.940. (9) The reactants are [NH:1]1[CH:5]=[C:4]([C:6]2[C:7]([C:12]3[CH:17]=[CH:16][CH:15]=[CH:14][CH:13]=3)=[N:8][O:9][C:10]=2[CH3:11])[N:3]=[CH:2]1.[Cl:18][C:19]1[CH:24]=[CH:23][CH:22]=[CH:21][C:20]=1B(O)O. No catalyst specified. The product is [Cl:18][C:19]1[CH:24]=[CH:23][CH:22]=[CH:21][C:20]=1[N:1]1[CH:5]=[C:4]([C:6]2[C:7]([C:12]3[CH:13]=[CH:14][CH:15]=[CH:16][CH:17]=3)=[N:8][O:9][C:10]=2[CH3:11])[N:3]=[CH:2]1. The yield is 0.100.